From a dataset of Full USPTO retrosynthesis dataset with 1.9M reactions from patents (1976-2016). Predict the reactants needed to synthesize the given product. (1) Given the product [Cl:1][C:2]1[CH:3]=[C:4]2[C:8](=[CH:9][CH:10]=1)[NH:7][C:6](=[O:11])[C:5]2([CH2:14][CH2:15][CH2:16][CH2:17][N:29]1[CH2:28][CH2:27][N:26]([C:23]2[CH:22]=[CH:21][C:20]([Cl:19])=[CH:25][CH:24]=2)[CH2:31][CH2:30]1)[CH2:12][CH3:13], predict the reactants needed to synthesize it. The reactants are: [Cl:1][C:2]1[CH:3]=[C:4]2[C:8](=[CH:9][CH:10]=1)[NH:7][C:6](=[O:11])[C:5]2([CH2:14][CH2:15][CH2:16][CH2:17]Cl)[CH2:12][CH3:13].[Cl:19][C:20]1[CH:25]=[CH:24][C:23]([N:26]2[CH2:31][CH2:30][NH:29][CH2:28][CH2:27]2)=[CH:22][CH:21]=1. (2) The reactants are: [CH3:1][C:2]1[N:7]=[CH:6][C:5]([OH:8])=[CH:4][CH:3]=1.C1N=CN([C:14]([N:16]2[CH:20]=N[CH:18]=[CH:17]2)=[O:15])C=1.N1CC[CH:24]([C:25]([OH:27])=[O:26])[CH2:23]C1.FC(F)(F)C(O)=O. Given the product [CH3:1][C:2]1[N:7]=[CH:6][C:5]([O:8][C:14]([N:16]2[CH2:17][CH2:18][CH:24]([C:25]([OH:27])=[O:26])[CH2:23][CH2:20]2)=[O:15])=[CH:4][CH:3]=1, predict the reactants needed to synthesize it. (3) Given the product [OH:24][C:7]1[C:6]([C:4]([OH:5])=[O:3])=[CH:11][N:10]=[C:9]2[N:12]([CH2:15][C:16]3[CH:21]=[CH:20][C:19]([O:22][CH3:23])=[CH:18][CH:17]=3)[N:13]=[CH:14][C:8]=12, predict the reactants needed to synthesize it. The reactants are: C([O:3][C:4]([C:6]1[C:7]([OH:24])=[C:8]2[CH:14]=[N:13][N:12]([CH2:15][C:16]3[CH:21]=[CH:20][C:19]([O:22][CH3:23])=[CH:18][CH:17]=3)[C:9]2=[N:10][CH:11]=1)=[O:5])C.[OH-].[Na+].Cl.